This data is from Experimentally validated miRNA-target interactions with 360,000+ pairs, plus equal number of negative samples. The task is: Binary Classification. Given a miRNA mature sequence and a target amino acid sequence, predict their likelihood of interaction. (1) The miRNA is hsa-miR-5584-3p with sequence UAGUUCUUCCCUUUGCCCAAUU. The protein sequence of the target gene is MDSEYYSGDQSDDGGATPVQDERDSGSDGEDDVNEQHSGSDTGSVERHSENETSDREDGLPKGHHVTDSENDEPLNLNASDSESEELHRQKDSDSESEERAEPPASDSENEDVNQHGSDSESEETRKLPGSDSENEELLNGHASDSENEDVGKHPASDSEIEELQKSPASDSETEDALKPQISDSESEEPPRHQASDSENEEPPKPRMSDSESEELPKPQVSDSESEEPPRHQASDSENEELPKPRISDSESEDPPRHQASDSENEELPKPRISDSESEDPPRNQASDSENEELPKPRVS.... Result: 1 (interaction). (2) The miRNA is hsa-miR-130b-5p with sequence ACUCUUUCCCUGUUGCACUAC. The protein sequence of the target gene is MQAPRELAVGIDLGTTYSCVGVFQQGRVEILANDQGNRTTPSYVAFTDTERLVGDAAKSQAALNPHNTVFDAKRLIGRKFADTTVQSDMKHWPFRVVSEGGKPKVRVCYRGEDKTFYPEEISSMVLSKMKETAEAYLGQPVKHAVITVPAYFNDSQRQATKDAGAIAGLNVLRIINEPTAAAIAYGLDRRGAGERNVLIFDLGGGTFDVSVLSIDAGVFEVKATAGDTHLGGEDFDNRLVNHFMEEFRRKHGKDLSGNKRALRRLRTACERAKRTLSSSTQATLEIDSLFEGVDFYTSIT.... Result: 1 (interaction). (3) The miRNA is hsa-miR-4711-3p with sequence CGUGUCUUCUGGCUUGAU. The protein sequence of the target gene is MMLSPDQAADSDHPSSTHSDPESLGGADTKVLGSVSDLEPVEEADGDGKGGSRAALYPHPQQLSREEKRRRRRATAKYRSAHATRERIRVEAFNLAFAELRKLLPTLPPDKKLSKIEILRLAICYISYLNHVLDV. Result: 0 (no interaction). (4) The miRNA is hsa-miR-3165 with sequence AGGUGGAUGCAAUGUGACCUCA. The protein sequence of the target gene is MEASVLSPTSWEKRRAWLRQSRNWQTQVLEEEAAAALQDVPDPEPSSLDDVFQEGNPINKIEDWLQDCGYSEEGFSEEAGQFIYNGFCSHGTSFEDDLTLGAEATLLAANGKLFSRSFLETARPCQLLDLGCSLASSSMTGGTNKTSSSISEILDKVQEDAEDVLFSLGFGQEDHKDTSRIPARFFTTPSQAKGIDFQLFLKSQVRRIEMEDPCLMLASRFKQVQTLAVTADAFFCLYSYVSKTPVQKFTPSHMFWNCNHPTDVPSIRILSREPEPQSPRDRLRKAISKMCLYTCPRDRP.... Result: 0 (no interaction). (5) The protein sequence of the target gene is MTEQETLALLEVKRSDSPEKSSPQALVPNGRQPEGEGGAESPGAESLRVGSSAGSPTAIEGAEDGLDSTVSEAATLPWGTGPQPSAPFPDPPGWRDIEPEPPESEPLTKLEELPEDDANLLPEKAARAFVPIDLQCIERQPQEDLIVRCEAGEGECRTFMPPRVTHPDPTERKWAEAVVRPPGCSCGGCGSCGDREWLRAVASVGAALILFPCLLYGAYAFLPFDVPRLPTMSSRLIYTLRCGVFATFPIVLGILVYGLSLLCFSALRPFGEPRREVEIHRRYVAQSVQLFILYFFNLAV.... The miRNA is hsa-miR-6728-3p with sequence UCUCUGCUCUGCUCUCCCCAG. Result: 0 (no interaction). (6) The miRNA is hsa-miR-1236-5p with sequence UGAGUGACAGGGGAAAUGGGGA. The protein sequence of the target gene is MLWQRLAVVEWAALAWELLGASVLFIAVRWLVRRLEKRPRDLNRCGTLSSPPSASEAVAAQPGEVTMDAMMARLKLLNPDDLRKEVMKAGLKCGPITSTTRFIFEKKLAQALLEQGGLLTSSLPKPSAVTAMAFIQGTSRTPPSVDGKQTQQACFSEDRDFGYSVGLNPPEEEAVASSVHPVPFSASTRNDNHKAGVTAPKEPLVYYGVCPVYEDGPVRHERIHVYEDKKEALQAAKLIKGSRFKAFRTREDAEKFARGICDYLPSPNKTTPLLSPVKAVPLGGSDGLKADGLCLAESET.... Result: 0 (no interaction). (7) The miRNA is hsa-miR-1825 with sequence UCCAGUGCCCUCCUCUCC. The protein sequence of the target gene is MSRQAKDDFLRHYTVSDPRTHPKGYTEYKVTAQFISKKDPEDVKEVVVWKRYSDFRKLHGDLAYTHRNLFRRLEEFPAFPRAQVFGRFEASVIEERRKGAEDLLRFTVHIPALNNSPQLKEFFRGGEVTRPLEVSRDLHILPPPLIPTPPPDDPRLSQLLPAERRGLEELEVPVDPPPSSPAQEALDLLFNCESTEEASGSPARGPLTEAELALFDPFSKEEGAAPSPTHVAELATMEVESARLDQEPWEPGGQEEEEDGEGGPTPAYLSQATELITQALRDEKAGAYAAALQGYRDGVH.... Result: 0 (no interaction). (8) The miRNA is hsa-miR-1468-5p with sequence CUCCGUUUGCCUGUUUCGCUG. The protein sequence of the target gene is MEVRRGDTCPRPHPSGLREEGLEPKVAFPGGANRCWNLGADAGSRLTDVFGSVMLTGSASFYDCYTSQSEDNVDLRQTYTPFSSTEYSSSVDSSLFCAPWSTYGDDIKQPSNSQISIKNRIQTERNDYGSETDLYGLVSNILEEQDKSQPYFAEGTCSSNLKSVWPMNTSRFADHHDLLTETKRPIDTVISQQAFYSDESVSAMEKQYLRNSNLTPQQKIDELHHGFTGLDLEEQWMYPSRSDHSNCHNIQTNDTAKTTFQEYPLIKNCFTPQTGLSDIMKESGVDIYHYGRDRICTKGL.... Result: 0 (no interaction).